The task is: Predict the reactants needed to synthesize the given product.. This data is from Full USPTO retrosynthesis dataset with 1.9M reactions from patents (1976-2016). (1) Given the product [CH2:14]([N:8]1[C:9]2[C:5](=[C:4]([N+:1]([O-:3])=[O:2])[CH:12]=[CH:11][CH:10]=2)[CH:6]=[N:7]1)[CH:15]([CH3:17])[CH3:16], predict the reactants needed to synthesize it. The reactants are: [N+:1]([C:4]1[CH:12]=[CH:11][CH:10]=[C:9]2[C:5]=1[CH:6]=[N:7][NH:8]2)([O-:3])=[O:2].I[CH2:14][CH:15]([CH3:17])[CH3:16].C(N1C2C(=C([N+]([O-])=O)C=CC=2)C=N1)C. (2) Given the product [C:1]([O:5][C:6](=[O:29])[NH:7][CH2:8][CH2:9][C:10]1[CH:11]=[CH:12][C:13]([N:16]2[C:17]3[C:26]4[CH:25]=[C:24]([Br:27])[CH:23]=[CH:22][C:21]=4[N:20]=[CH:19][C:18]=3[N:28]=[C:33]2[CH:30]2[CH2:32][CH2:31]2)=[CH:14][CH:15]=1)([CH3:4])([CH3:2])[CH3:3], predict the reactants needed to synthesize it. The reactants are: [C:1]([O:5][C:6](=[O:29])[NH:7][CH2:8][CH2:9][C:10]1[CH:15]=[CH:14][C:13]([NH:16][C:17]2[C:26]3[C:21](=[CH:22][CH:23]=[C:24]([Br:27])[CH:25]=3)[N:20]=[CH:19][C:18]=2[NH2:28])=[CH:12][CH:11]=1)([CH3:4])([CH3:3])[CH3:2].[CH:30]1([CH:33]=O)[CH2:32][CH2:31]1.C(O)(=O)C.